From a dataset of NCI-60 drug combinations with 297,098 pairs across 59 cell lines. Regression. Given two drug SMILES strings and cell line genomic features, predict the synergy score measuring deviation from expected non-interaction effect. (1) Drug 1: C1=CC(=CC=C1CCC2=CNC3=C2C(=O)NC(=N3)N)C(=O)NC(CCC(=O)O)C(=O)O. Drug 2: C1CCC(C(C1)N)N.C(=O)(C(=O)[O-])[O-].[Pt+4]. Cell line: BT-549. Synergy scores: CSS=7.34, Synergy_ZIP=-8.48, Synergy_Bliss=-7.65, Synergy_Loewe=-6.74, Synergy_HSA=-4.86. (2) Drug 1: CCC1(CC2CC(C3=C(CCN(C2)C1)C4=CC=CC=C4N3)(C5=C(C=C6C(=C5)C78CCN9C7C(C=CC9)(C(C(C8N6C)(C(=O)OC)O)OC(=O)C)CC)OC)C(=O)OC)O.OS(=O)(=O)O. Cell line: OVCAR-5. Synergy scores: CSS=31.3, Synergy_ZIP=6.66, Synergy_Bliss=10.3, Synergy_Loewe=-25.9, Synergy_HSA=-1.60. Drug 2: CC=C1C(=O)NC(C(=O)OC2CC(=O)NC(C(=O)NC(CSSCCC=C2)C(=O)N1)C(C)C)C(C)C. (3) Drug 1: CCC1(CC2CC(C3=C(CCN(C2)C1)C4=CC=CC=C4N3)(C5=C(C=C6C(=C5)C78CCN9C7C(C=CC9)(C(C(C8N6C)(C(=O)OC)O)OC(=O)C)CC)OC)C(=O)OC)O.OS(=O)(=O)O. Drug 2: CC1=C(C(=O)C2=C(C1=O)N3CC4C(C3(C2COC(=O)N)OC)N4)N. Cell line: ACHN. Synergy scores: CSS=59.2, Synergy_ZIP=-2.16, Synergy_Bliss=-0.870, Synergy_Loewe=-3.20, Synergy_HSA=-0.617. (4) Drug 1: CC12CCC3C(C1CCC2=O)CC(=C)C4=CC(=O)C=CC34C. Drug 2: C1=CC(=CC=C1CC(C(=O)O)N)N(CCCl)CCCl.Cl. Cell line: TK-10. Synergy scores: CSS=51.9, Synergy_ZIP=4.99, Synergy_Bliss=10.4, Synergy_Loewe=2.40, Synergy_HSA=8.37. (5) Drug 1: CC(C1=C(C=CC(=C1Cl)F)Cl)OC2=C(N=CC(=C2)C3=CN(N=C3)C4CCNCC4)N. Drug 2: CC1=CC2C(CCC3(C2CCC3(C(=O)C)OC(=O)C)C)C4(C1=CC(=O)CC4)C. Cell line: SN12C. Synergy scores: CSS=14.7, Synergy_ZIP=3.69, Synergy_Bliss=6.98, Synergy_Loewe=1.44, Synergy_HSA=8.96. (6) Drug 1: CC1=C(C=C(C=C1)C(=O)NC2=CC(=CC(=C2)C(F)(F)F)N3C=C(N=C3)C)NC4=NC=CC(=N4)C5=CN=CC=C5. Drug 2: C1=CN(C=N1)CC(O)(P(=O)(O)O)P(=O)(O)O. Cell line: SK-OV-3. Synergy scores: CSS=-2.25, Synergy_ZIP=1.43, Synergy_Bliss=0.0620, Synergy_Loewe=-1.64, Synergy_HSA=-2.65.